Predict the product of the given reaction. From a dataset of Forward reaction prediction with 1.9M reactions from USPTO patents (1976-2016). (1) Given the reactants [I-].[Na+].Cl[Si](CC)(CC)CC.S(=O)(=O)(O)O.[CH3:16][O:17][C:18](=[O:37])[C@H:19]([C:30]1[CH:35]=[CH:34][CH:33]=[CH:32][C:31]=1[Cl:36])[N:20]1[CH2:25][CH:24](O)[C:23]2[S:27][CH:28]=[CH:29][C:22]=2[CH2:21]1.C(=O)(O)[O-].[Na+], predict the reaction product. The product is: [CH3:16][O:17][C:18]([C@@H:19]([N:20]1[CH2:21][C:22]2[CH:29]=[CH:28][S:27][C:23]=2[CH2:24][CH2:25]1)[C:30]1[CH:35]=[CH:34][CH:33]=[CH:32][C:31]=1[Cl:36])=[O:37]. (2) Given the reactants [NH2:1][C:2]1[CH:3]=[CH:4][C:5]([N:9]2[CH2:14][CH2:13][CH2:12][C@@H:11]([C:15]([N:17]3[CH2:21][CH2:20][CH2:19][CH2:18]3)=[O:16])[CH2:10]2)=[N:6][C:7]=1[NH2:8].[CH3:22][C:23]1[N:28]([C:29](O)=[O:30])[C:27](=[O:32])[CH:26]=[CH:25][CH:24]=1.C(N(CC)CC)C, predict the reaction product. The product is: [NH2:8][C:7]1[C:2]([NH:1][C:29]([N:28]2[C:23]([CH3:22])=[CH:24][CH:25]=[CH:26][C:27]2=[O:32])=[O:30])=[CH:3][CH:4]=[C:5]([N:9]2[CH2:14][CH2:13][CH2:12][C@@H:11]([C:15]([N:17]3[CH2:21][CH2:20][CH2:19][CH2:18]3)=[O:16])[CH2:10]2)[N:6]=1.